This data is from Forward reaction prediction with 1.9M reactions from USPTO patents (1976-2016). The task is: Predict the product of the given reaction. Given the reactants [CH:1](=[O:10])[C:2]1[CH:9]=[CH:8][C:5]([CH:6]=[O:7])=[CH:4][CH:3]=1.[CH2:11](O)[CH2:12][OH:13].C1(C)C=CC(S(O)(=O)=O)=CC=1.C(=O)(O)[O-].[Na+], predict the reaction product. The product is: [CH:6]([C:5]1[CH:8]=[CH:9][C:2]([CH:1]2[O:13][CH2:12][CH2:11][O:10]2)=[CH:3][CH:4]=1)=[O:7].